Dataset: Plasma protein binding rate (PPBR) regression data from AstraZeneca. Task: Regression/Classification. Given a drug SMILES string, predict its absorption, distribution, metabolism, or excretion properties. Task type varies by dataset: regression for continuous measurements (e.g., permeability, clearance, half-life) or binary classification for categorical outcomes (e.g., BBB penetration, CYP inhibition). For this dataset (ppbr_az), we predict Y. The drug is Cc1ncc(NC(=O)c2cc(NC(=O)c3cc(F)cc(Cl)c3)ccc2Cl)s1. The Y is 99.6 %.